This data is from Forward reaction prediction with 1.9M reactions from USPTO patents (1976-2016). The task is: Predict the product of the given reaction. (1) Given the reactants Br[C:2]1[CH:3]=[C:4]([CH:8]=[CH:9][CH:10]=1)[N:5]([CH3:7])[CH3:6].II.[Br:13][C:14]1[CH:21]=[CH:20][CH:19]=[CH:18][C:15]=1[CH:16]=[O:17], predict the reaction product. The product is: [Br:13][C:14]1[CH:21]=[CH:20][CH:19]=[CH:18][C:15]=1[CH:16]([C:2]1[CH:10]=[CH:9][CH:8]=[C:4]([N:5]([CH3:7])[CH3:6])[CH:3]=1)[OH:17]. (2) Given the reactants [CH3:1][O:2][C:3](=[O:16])[CH2:4][C:5]1[CH:10]=[CH:9][CH:8]=[C:7]([O:11][CH2:12][CH2:13][CH2:14]Br)[CH:6]=1.[C:17]1([CH:23]([C:26]2[CH:31]=[CH:30][CH:29]=[CH:28][CH:27]=2)[CH2:24][NH2:25])[CH:22]=[CH:21][CH:20]=[CH:19][CH:18]=1, predict the reaction product. The product is: [CH3:1][O:2][C:3](=[O:16])[CH2:4][C:5]1[CH:10]=[CH:9][CH:8]=[C:7]([O:11][CH2:12][CH2:13][CH2:14][NH:25][CH2:24][CH:23]([C:17]2[CH:22]=[CH:21][CH:20]=[CH:19][CH:18]=2)[C:26]2[CH:31]=[CH:30][CH:29]=[CH:28][CH:27]=2)[CH:6]=1. (3) Given the reactants Cl[CH:2]([C:4]1[CH:9]=[CH:8][C:7]([C:10]2([NH:13][C:14](=[O:16])[CH3:15])[CH2:12][CH2:11]2)=[CH:6][CH:5]=1)[CH3:3].Cl.Cl.[F:19][C:20]1[CH:25]=[CH:24][C:23]([N:26]2[CH2:31][CH2:30][NH:29][CH2:28][CH2:27]2)=[CH:22][CH:21]=1, predict the reaction product. The product is: [F:19][C:20]1[CH:21]=[CH:22][C:23]([N:26]2[CH2:31][CH2:30][N:29]([CH:2]([C:4]3[CH:9]=[CH:8][C:7]([C:10]4([NH:13][C:14](=[O:16])[CH3:15])[CH2:12][CH2:11]4)=[CH:6][CH:5]=3)[CH3:3])[CH2:28][CH2:27]2)=[CH:24][CH:25]=1. (4) Given the reactants C([O:3][C:4]([C:6]1[S:23][C:9]2[NH:10][C:11](=[O:22])[N:12]([CH2:15][C:16]3[CH:21]=[CH:20][CH:19]=[CH:18][CH:17]=3)[C:13](=[O:14])[C:8]=2[CH:7]=1)=[O:5])C.C1COCC1.[OH-].[Li+], predict the reaction product. The product is: [CH2:15]([N:12]1[C:13](=[O:14])[C:8]2[CH:7]=[C:6]([C:4]([OH:5])=[O:3])[S:23][C:9]=2[NH:10][C:11]1=[O:22])[C:16]1[CH:21]=[CH:20][CH:19]=[CH:18][CH:17]=1. (5) Given the reactants Br[C:2]1[C:3]([CH2:21][O:22][Si:23]([C:26]([CH3:29])([CH3:28])[CH3:27])([CH3:25])[CH3:24])=[C:4]([N:8]2[CH:12]=[CH:11][N:10]([C:13]3[CH:18]=[CH:17][C:16]([CH3:19])=[CH:15][CH:14]=3)[C:9]2=[O:20])[CH:5]=[CH:6][CH:7]=1.[CH3:30][C:31]1([CH3:47])[C:35]([CH3:37])([CH3:36])[O:34][B:33]([B:33]2[O:34][C:35]([CH3:37])([CH3:36])[C:31]([CH3:47])([CH3:30])[O:32]2)[O:32]1.CC([O-])=O.[K+], predict the reaction product. The product is: [Si:23]([O:22][CH2:21][C:3]1[C:2]([B:33]2[O:34][C:35]([CH3:37])([CH3:36])[C:31]([CH3:47])([CH3:30])[O:32]2)=[CH:7][CH:6]=[CH:5][C:4]=1[N:8]1[CH:12]=[CH:11][N:10]([C:13]2[CH:18]=[CH:17][C:16]([CH3:19])=[CH:15][CH:14]=2)[C:9]1=[O:20])([C:26]([CH3:29])([CH3:28])[CH3:27])([CH3:25])[CH3:24]. (6) Given the reactants [O:1]([C:8]1[CH:14]=[CH:13][C:11]([NH2:12])=[CH:10][CH:9]=1)[C:2]1[CH:7]=[CH:6][CH:5]=[CH:4][CH:3]=1.[C:15](N1C=CN=C1)(N1C=CN=C1)=[O:16].[C@H:27]1([CH2:37][O:38][C:39]2[CH:44]=[CH:43][C:42]([NH2:45])=[CH:41][CH:40]=2)[C@@H:36]2[N:31]([CH2:32][CH2:33][CH2:34][CH2:35]2)[CH2:30][CH2:29][CH2:28]1.O, predict the reaction product. The product is: [C@H:27]1([CH2:37][O:38][C:39]2[CH:44]=[CH:43][C:42]([NH:45][C:15]([NH:12][C:11]3[CH:10]=[CH:9][C:8]([O:1][C:2]4[CH:3]=[CH:4][CH:5]=[CH:6][CH:7]=4)=[CH:14][CH:13]=3)=[O:16])=[CH:41][CH:40]=2)[C@@H:36]2[N:31]([CH2:32][CH2:33][CH2:34][CH2:35]2)[CH2:30][CH2:29][CH2:28]1. (7) Given the reactants [Br:1][C:2]1[CH:3]=[CH:4][C:5](=[O:8])[NH:6][CH:7]=1.[H-].[Na+].[C:11]([NH:18][CH2:19][CH2:20]Br)([O:13][C:14]([CH3:17])([CH3:16])[CH3:15])=[O:12], predict the reaction product. The product is: [Br:1][C:2]1[CH:3]=[CH:4][C:5](=[O:8])[N:6]([CH2:20][CH2:19][NH:18][C:11](=[O:12])[O:13][C:14]([CH3:17])([CH3:16])[CH3:15])[CH:7]=1.